This data is from Catalyst prediction with 721,799 reactions and 888 catalyst types from USPTO. The task is: Predict which catalyst facilitates the given reaction. (1) Reactant: Cl.[C:2]([NH2:10])(=[NH:9])[C:3]1[CH:8]=[CH:7][CH:6]=[CH:5][CH:4]=1.[Cl:11][C:12]([SH:15])(Cl)Cl.[OH-].[Na+]. Product: [Cl:11][C:12]1[S:15][N:10]=[C:2]([C:3]2[CH:8]=[CH:7][CH:6]=[CH:5][CH:4]=2)[N:9]=1. The catalyst class is: 46. (2) Reactant: [CH3:1][C:2]1[C:6]([NH:7][C:8]([C:10]2[S:11][CH:12]=[CH:13][CH:14]=2)=O)=[C:5]([C:15]2[CH:20]=[CH:19][CH:18]=[CH:17][CH:16]=2)[NH:4][N:3]=1.O=P12OP3(OP(OP(O3)(O1)=O)(=O)O2)=O. Product: [CH3:1][C:2]1[C:6]2[N:7]=[C:8]([C:10]3[S:11][CH:12]=[CH:13][CH:14]=3)[C:16]3[CH:17]=[CH:18][CH:19]=[CH:20][C:15]=3[C:5]=2[NH:4][N:3]=1. The catalyst class is: 286.